Task: Predict the reaction yield, written as a fraction of the theoretical maximum amount of product (1.0 means a 100% yield; for example, 0.34 means a 34% yield).. Dataset: Reaction yield outcomes from USPTO patents with 853,638 reactions (1) The catalyst is O. The product is [Cl:26][C:27]1[N:32]=[C:31]([N:21]2[CH2:20][CH2:19][N:18]([C:13]3[C:14]([CH3:17])=[C:15]([CH3:16])[C:9]4[O:8][C:7]([CH3:25])([CH3:6])[CH2:11][C:10]=4[C:12]=3[CH3:24])[CH2:23][CH2:22]2)[CH:30]=[CH:29][N:28]=1.[Cl:33][C:31]1[CH:30]=[CH:29][N:28]=[C:27]([N:21]2[CH2:20][CH2:19][N:18]([C:13]3[C:14]([CH3:17])=[C:15]([CH3:16])[C:9]4[O:8][C:7]([CH3:25])([CH3:6])[CH2:11][C:10]=4[C:12]=3[CH3:24])[CH2:23][CH2:22]2)[N:32]=1. The reactants are CN(C=O)C.[CH3:6][C:7]1([CH3:25])[CH2:11][C:10]2[C:12]([CH3:24])=[C:13]([N:18]3[CH2:23][CH2:22][NH:21][CH2:20][CH2:19]3)[C:14]([CH3:17])=[C:15]([CH3:16])[C:9]=2[O:8]1.[Cl:26][C:27]1[N:32]=[C:31]([Cl:33])[CH:30]=[CH:29][N:28]=1.C(N(CC)CC)C. The yield is 0.620. (2) The reactants are [BH4-].[Na+].[Cl-].[Ca+2].[Cl-].[C:6]([C:8]1[CH:13]=[CH:12][CH:11]=[CH:10][C:9]=1[C:14]1[CH:19]=[CH:18][C:17]([CH2:20][C:21]2[C:26](=[O:27])[N:25]([C:28]3[CH:45]=[CH:44][C:31]([O:32][CH:33]4[CH2:38][CH2:37][CH:36]([C:39](OCC)=[O:40])[CH2:35][CH2:34]4)=[CH:30][CH:29]=3)[C:24]([CH2:46][CH3:47])=[N:23][C:22]=2[CH2:48][CH2:49][CH3:50])=[CH:16][CH:15]=1)#[N:7]. The catalyst is C(O)C.O1CCCC1.C(OCC)(=O)C.Cl. The product is [CH2:46]([C:24]1[N:25]([C:28]2[CH:45]=[CH:44][C:31]([O:32][CH:33]3[CH2:34][CH2:35][CH:36]([CH2:39][OH:40])[CH2:37][CH2:38]3)=[CH:30][CH:29]=2)[C:26](=[O:27])[C:21]([CH2:20][C:17]2[CH:16]=[CH:15][C:14]([C:9]3[C:8]([C:6]#[N:7])=[CH:13][CH:12]=[CH:11][CH:10]=3)=[CH:19][CH:18]=2)=[C:22]([CH2:48][CH2:49][CH3:50])[N:23]=1)[CH3:47]. The yield is 0.710. (3) The reactants are [CH2:1]([NH:8][C:9](=[O:21])[C@H:10]([NH:13]C(OC(C)(C)C)=O)[CH2:11][OH:12])[C:2]1[CH:7]=[CH:6][CH:5]=[CH:4][CH:3]=1.ClCCl.Cl.[OH-].[Na+]. The catalyst is O. The product is [NH2:13][C@H:10]([CH2:11][OH:12])[C:9]([NH:8][CH2:1][C:2]1[CH:7]=[CH:6][CH:5]=[CH:4][CH:3]=1)=[O:21]. The yield is 0.735. (4) The reactants are Cl([O-])=[O:2].[Na+].[Cl:5][C:6]1[N:7]=[C:8]([NH:13][C:14](=[O:21])[C:15]2[CH:20]=[CH:19][CH:18]=[CH:17][CH:16]=2)[S:9][C:10]=1[CH:11]=[O:12]. The catalyst is O.C(#N)C.CC(O)(C)C.CC(=CC)C. The product is [C:14]([NH:13][C:8]1[S:9][C:10]([C:11]([OH:2])=[O:12])=[C:6]([Cl:5])[N:7]=1)(=[O:21])[C:15]1[CH:16]=[CH:17][CH:18]=[CH:19][CH:20]=1. The yield is 0.170. (5) The reactants are [NH2:1][C:2]1[C:7]([C:8]([N:10]2[CH2:15][CH2:14][CH:13]([N:16]3[CH2:28][CH2:27][CH2:26][C:18]4([C:22](=[O:23])[O:21][C:20]([CH3:25])([CH3:24])[CH2:19]4)[CH2:17]3)[CH2:12][CH2:11]2)=[O:9])=[CH:6][C:5]([C:29]2[CH:34]=[CH:33][CH:32]=[CH:31][CH:30]=2)=[CH:4][N:3]=1.[CH2:35]([N:37]=[C:38]=[O:39])[CH3:36].C(OC(C)C)(C)C. No catalyst specified. The product is [CH3:25][C:20]1([CH3:24])[CH2:19][C:18]2([CH2:26][CH2:27][CH2:28][N:16]([CH:13]3[CH2:12][CH2:11][N:10]([C:8]([C:7]4[C:2]([NH:1][C:38]([NH:37][CH2:35][CH3:36])=[O:39])=[N:3][CH:4]=[C:5]([C:29]5[CH:30]=[CH:31][CH:32]=[CH:33][CH:34]=5)[CH:6]=4)=[O:9])[CH2:15][CH2:14]3)[CH2:17]2)[C:22](=[O:23])[O:21]1. The yield is 0.170. (6) The reactants are C[Al](C)C.[Cl:5][C:6]1[CH:7]=[C:8]([NH2:13])[CH:9]=[CH:10][C:11]=1[CH3:12].C([O:16][C:17]([C@H:19]1[CH2:24][CH2:23][CH2:22][N:21]([C:25](=[O:33])[C:26]2[CH:31]=[CH:30][CH:29]=[CH:28][C:27]=2[CH3:32])[C@H:20]1[C:34]1[CH:39]=[CH:38][C:37]([NH:40][CH:41]2[CH2:45][CH2:44][CH2:43][CH2:42]2)=[CH:36][CH:35]=1)=O)C. The catalyst is ClC(Cl)C.C(Cl)Cl. The product is [Cl:5][C:6]1[CH:7]=[C:8]([NH:13][C:17]([C@H:19]2[CH2:24][CH2:23][CH2:22][N:21]([C:25](=[O:33])[C:26]3[CH:31]=[CH:30][CH:29]=[CH:28][C:27]=3[CH3:32])[C@H:20]2[C:34]2[CH:39]=[CH:38][C:37]([NH:40][CH:41]3[CH2:45][CH2:44][CH2:43][CH2:42]3)=[CH:36][CH:35]=2)=[O:16])[CH:9]=[CH:10][C:11]=1[CH3:12]. The yield is 0.500.